Regression. Given two drug SMILES strings and cell line genomic features, predict the synergy score measuring deviation from expected non-interaction effect. From a dataset of NCI-60 drug combinations with 297,098 pairs across 59 cell lines. (1) Cell line: NCI/ADR-RES. Drug 2: CCC1(C2=C(COC1=O)C(=O)N3CC4=CC5=C(C=CC(=C5CN(C)C)O)N=C4C3=C2)O.Cl. Synergy scores: CSS=-0.240, Synergy_ZIP=-1.37, Synergy_Bliss=-3.49, Synergy_Loewe=-5.84, Synergy_HSA=-4.22. Drug 1: COC1=CC(=CC(=C1O)OC)C2C3C(COC3=O)C(C4=CC5=C(C=C24)OCO5)OC6C(C(C7C(O6)COC(O7)C8=CC=CS8)O)O. (2) Drug 1: CC12CCC3C(C1CCC2O)C(CC4=C3C=CC(=C4)O)CCCCCCCCCS(=O)CCCC(C(F)(F)F)(F)F. Drug 2: COCCOC1=C(C=C2C(=C1)C(=NC=N2)NC3=CC=CC(=C3)C#C)OCCOC.Cl. Cell line: NCI-H226. Synergy scores: CSS=0.256, Synergy_ZIP=1.18, Synergy_Bliss=1.15, Synergy_Loewe=-10.3, Synergy_HSA=-2.83. (3) Drug 2: C1C(C(OC1N2C=NC3=C2NC=NCC3O)CO)O. Cell line: NCI-H322M. Drug 1: CCN(CC)CCCC(C)NC1=C2C=C(C=CC2=NC3=C1C=CC(=C3)Cl)OC. Synergy scores: CSS=20.0, Synergy_ZIP=-6.11, Synergy_Bliss=-1.69, Synergy_Loewe=-5.57, Synergy_HSA=-2.24. (4) Drug 1: CN(C)C1=NC(=NC(=N1)N(C)C)N(C)C. Drug 2: CC1=C(C(=O)C2=C(C1=O)N3CC4C(C3(C2COC(=O)N)OC)N4)N. Cell line: BT-549. Synergy scores: CSS=18.4, Synergy_ZIP=-0.710, Synergy_Bliss=6.09, Synergy_Loewe=-15.8, Synergy_HSA=1.37.